From a dataset of Forward reaction prediction with 1.9M reactions from USPTO patents (1976-2016). Predict the product of the given reaction. Given the reactants CN([CH:4]=[C:5]1[CH2:11][C:10](=[O:12])[NH:9][C:8]2[CH:13]=[CH:14][C:15]([F:17])=[CH:16][C:7]=2[C:6]1=O)C.[NH:19]([C:23]1[CH:31]=[CH:30][C:26]([C:27]([OH:29])=[O:28])=[CH:25][CH:24]=1)[C:20]([NH2:22])=[NH:21], predict the reaction product. The product is: [F:17][C:15]1[CH:14]=[CH:13][C:8]2[NH:9][C:10](=[O:12])[CH2:11][C:5]3[CH:4]=[N:22][C:20]([NH:19][C:23]4[CH:31]=[CH:30][C:26]([C:27]([OH:29])=[O:28])=[CH:25][CH:24]=4)=[N:21][C:6]=3[C:7]=2[CH:16]=1.